This data is from Catalyst prediction with 721,799 reactions and 888 catalyst types from USPTO. The task is: Predict which catalyst facilitates the given reaction. (1) Product: [OH2:15].[ClH:16].[ClH:16].[F:26][C:23]1[CH:24]=[CH:25][C:20]([N:19]2[CH2:27][CH2:28][N:1]([C:2]([C:5]3[CH:10]=[CH:9][C:8]([CH2:11][NH:12][C:13](=[O:15])[CH3:14])=[CH:7][CH:6]=3)([CH3:3])[CH3:4])[CH2:17][CH2:18]2)=[CH:21][CH:22]=1. The catalyst class is: 58. Reactant: [NH2:1][C:2]([C:5]1[CH:10]=[CH:9][C:8]([CH2:11][NH:12][C:13](=[O:15])[CH3:14])=[CH:7][CH:6]=1)([CH3:4])[CH3:3].[Cl:16][CH2:17][CH2:18][N:19]([CH2:27][CH2:28]Cl)[C:20]1[CH:25]=[CH:24][C:23]([F:26])=[CH:22][CH:21]=1.C(=O)([O-])[O-].[K+].[K+].[I-].[K+]. (2) Reactant: [F:1][C:2]([F:12])([F:11])[C:3]1[CH:4]=[C:5]([NH2:10])[C:6]([NH2:9])=[CH:7][CH:8]=1.C(N(C(C)C)CC)(C)C.[Cl:22][C:23]1[C:24]([C:29]2[CH:37]=[CH:36][C:32]([C:33](O)=O)=[CH:31][CH:30]=2)=[N:25][CH:26]=[CH:27][CH:28]=1. Product: [Cl:22][C:23]1[C:24]([C:29]2[CH:37]=[CH:36][C:32]([C:33]3[NH:10][C:5]4[CH:4]=[C:3]([C:2]([F:11])([F:12])[F:1])[CH:8]=[CH:7][C:6]=4[N:9]=3)=[CH:31][CH:30]=2)=[N:25][CH:26]=[CH:27][CH:28]=1. The catalyst class is: 42. (3) Product: [CH2:3]([O:5][C:6]1[CH:11]=[C:10]([CH2:12][N:13]2[CH2:16][C:15]3([CH2:20][C:19]([N:21]4[CH2:26][CH2:25][C:24]([CH2:32][CH3:33])([C:27]([OH:29])=[O:28])[CH2:23][CH2:22]4)=[N:18][O:17]3)[CH2:14]2)[CH:9]=[C:8]([O:34][CH2:35][CH3:36])[C:7]=1[C:37]1[CH:42]=[CH:41][C:40]([F:43])=[CH:39][CH:38]=1)[CH3:4]. The catalyst class is: 8. Reactant: [OH-].[Na+].[CH2:3]([O:5][C:6]1[CH:11]=[C:10]([CH2:12][N:13]2[CH2:16][C:15]3([CH2:20][C:19]([N:21]4[CH2:26][CH2:25][C:24]([CH2:32][CH3:33])([C:27]([O:29]CC)=[O:28])[CH2:23][CH2:22]4)=[N:18][O:17]3)[CH2:14]2)[CH:9]=[C:8]([O:34][CH2:35][CH3:36])[C:7]=1[C:37]1[CH:42]=[CH:41][C:40]([F:43])=[CH:39][CH:38]=1)[CH3:4].Cl. (4) Reactant: [C:1]([C:3]1[CH:8]=[CH:7][C:6]([NH:9][CH:10]([C:16]2[CH:21]=[CH:20][C:19]([OH:22])=[C:18]([S:23][CH3:24])[CH:17]=2)[C:11]([O:13][CH2:14][CH3:15])=[O:12])=[CH:5][CH:4]=1)#[N:2].C([O-])([O-])=O.[Cs+].[Cs+].[CH:31](I)([CH3:33])[CH3:32].O. Product: [C:1]([C:3]1[CH:8]=[CH:7][C:6]([NH:9][CH:10]([C:16]2[CH:21]=[CH:20][C:19]([O:22][CH:31]([CH3:33])[CH3:32])=[C:18]([S:23][CH3:24])[CH:17]=2)[C:11]([O:13][CH2:14][CH3:15])=[O:12])=[CH:5][CH:4]=1)#[N:2]. The catalyst class is: 21. (5) Reactant: I.[NH2:2][CH2:3][CH2:4][CH2:5][NH:6][C:7]1[C:8]([C:12]2[N:16]([C:17]3[CH:22]=[CH:21][C:20]([F:23])=[C:19]([Br:24])[CH:18]=3)[C:15](=[O:25])[O:14][N:13]=2)=[N:9][O:10][N:11]=1.[S:26](N)([NH2:29])(=[O:28])=[O:27]. Product: [Br:24][C:19]1[CH:18]=[C:17]([N:16]2[C:15](=[O:25])[O:14][N:13]=[C:12]2[C:8]2[C:7]([NH:6][CH2:5][CH2:4][CH2:3][NH:2][S:26]([NH2:29])(=[O:28])=[O:27])=[N:11][O:10][N:9]=2)[CH:22]=[CH:21][C:20]=1[F:23]. The catalyst class is: 17.